This data is from Catalyst prediction with 721,799 reactions and 888 catalyst types from USPTO. The task is: Predict which catalyst facilitates the given reaction. Reactant: O=[C:2]1[CH2:7][CH2:6][N:5]([C:8]([O:10][C:11]([CH3:14])([CH3:13])[CH3:12])=[O:9])[CH2:4][CH2:3]1.[CH:15]1([NH2:18])[CH2:17][CH2:16]1.[BH3-]C#N.[Na+].N. Product: [CH:15]1([NH:18][CH:2]2[CH2:7][CH2:6][N:5]([C:8]([O:10][C:11]([CH3:14])([CH3:13])[CH3:12])=[O:9])[CH2:4][CH2:3]2)[CH2:17][CH2:16]1. The catalyst class is: 212.